Dataset: Forward reaction prediction with 1.9M reactions from USPTO patents (1976-2016). Task: Predict the product of the given reaction. (1) Given the reactants Cl.[NH2:2]O.[Br:4][C:5]1[CH:14]=[C:13]([F:15])[CH:12]=[C:11]2[C:6]=1[CH:7]=[CH:8][C:9]([CH:16]=O)=[CH:10]2, predict the reaction product. The product is: [Br:4][C:5]1[CH:14]=[C:13]([F:15])[CH:12]=[C:11]2[C:6]=1[CH:7]=[CH:8][C:9]([C:16]#[N:2])=[CH:10]2. (2) Given the reactants C([O:4][C:5]1[CH:10]=[CH:9][C:8]([CH:11]=[CH:12][C:13]2[CH:18]=[CH:17][C:16]([O:19]C(=O)C)=[CH:15][CH:14]=2)=[C:7]([NH2:23])[CH:6]=1)(=O)C.Cl.[F:25][C:26]1[CH:27]=[C:28]([CH:32]=[CH:33][C:34]=1[O:35][CH2:36][CH2:37][N:38]1[CH2:43][CH2:42][CH2:41][CH2:40][CH2:39]1)[C:29](Cl)=O, predict the reaction product. The product is: [F:25][C:26]1[CH:27]=[C:28]([CH:32]=[CH:33][C:34]=1[O:35][CH2:36][CH2:37][N:38]1[CH2:43][CH2:42][CH2:41][CH2:40][CH2:39]1)[CH2:29][NH:23][C:7]1[CH:6]=[C:5]([OH:4])[CH:10]=[CH:9][C:8]=1[CH:11]=[CH:12][C:13]1[CH:14]=[CH:15][C:16]([OH:19])=[CH:17][CH:18]=1. (3) Given the reactants [CH3:1][C:2]1[C:3](=[O:14])[O:4][CH2:5][C@@H:6]([C:8]2[CH:13]=[CH:12][CH:11]=[CH:10][CH:9]=2)[N:7]=1, predict the reaction product. The product is: [CH3:1][C@@H:2]1[NH:7][C@H:6]([C:8]2[CH:13]=[CH:12][CH:11]=[CH:10][CH:9]=2)[CH2:5][O:4][C:3]1=[O:14]. (4) Given the reactants [Cl:1][C:2]1[CH:3]=[C:4]([CH:30]=[CH:31][C:32]=1[F:33])[CH2:5][N:6]1[CH2:15][CH2:14][C:13]2[C:8](=[C:9]([OH:28])[C:10](=[O:27])[N:11]3[CH2:21][CH2:20][CH2:19][CH2:18][N:17]([CH2:22][C:23](O)=[O:24])[C:16](=[O:26])[C:12]3=2)[C:7]1=[O:29].F[P-](F)(F)(F)(F)F.N1(O[P+](N(C)C)(N(C)C)[N:52]([CH3:54])[CH3:53])C2C=CC=CC=2N=N1.C(N(C(C)C)CC)(C)C.CNC, predict the reaction product. The product is: [Cl:1][C:2]1[CH:3]=[C:4]([CH:30]=[CH:31][C:32]=1[F:33])[CH2:5][N:6]1[CH2:15][CH2:14][C:13]2[C:8](=[C:9]([OH:28])[C:10](=[O:27])[N:11]3[CH2:21][CH2:20][CH2:19][CH2:18][N:17]([CH2:22][C:23]([N:52]([CH3:54])[CH3:53])=[O:24])[C:16](=[O:26])[C:12]3=2)[C:7]1=[O:29]. (5) Given the reactants Cl[C:2]1[C:3]2[CH:10]=[C:9]([C:11]3[CH:16]=[CH:15][C:14]([N:17]4[CH2:22][CH2:21][N:20]([CH:23]5[CH2:26][O:25][CH2:24]5)[CH2:19][CH2:18]4)=[CH:13][CH:12]=3)[NH:8][C:4]=2[N:5]=[CH:6][N:7]=1.[O:27]1[CH2:32][CH2:31][CH:30]([O:33][C:34]2[CH:41]=[CH:40][C:39](B3OC(C)(C)C(C)(C)O3)=[CH:38][C:35]=2[C:36]#[N:37])[CH2:29][CH2:28]1.C([O-])([O-])=O.[Na+].[Na+].C(#N)C.O, predict the reaction product. The product is: [O:25]1[CH2:26][CH:23]([N:20]2[CH2:21][CH2:22][N:17]([C:14]3[CH:13]=[CH:12][C:11]([C:9]4[NH:8][C:4]5[N:5]=[CH:6][N:7]=[C:2]([C:39]6[CH:40]=[CH:41][C:34]([O:33][CH:30]7[CH2:31][CH2:32][O:27][CH2:28][CH2:29]7)=[C:35]([CH:38]=6)[C:36]#[N:37])[C:3]=5[CH:10]=4)=[CH:16][CH:15]=3)[CH2:18][CH2:19]2)[CH2:24]1.